Dataset: Antibody developability classification from SAbDab with 2,409 antibodies. Task: Regression/Classification. Given an antibody's heavy chain and light chain sequences, predict its developability. TAP uses regression for 5 developability metrics; SAbDab uses binary classification. (1) The antibody is ['EVKLLESGPGLVQPSQTLSLTCTVSGFPLTTNGVSWVRQPPGKGLEWIAAISSGGSPYYNSALKSRLSINRDTSKSQVFLKMNSLQTEDTAIYFCTREDGWNYFDYWGPGTMVTVSS', 'DIQMTQSPPSLSASLGDKVTITCQASQDINKYIAWYQQKPGKAPRQLIRYTSILVLGTPSRFSGSGSGRDFSFSISNVASEDIASYYCLQYGNLYTFGAGTKLEIK']. Result: 0 (not developable). (2) The antibody is ['EVQLLESGGGLVQPGGSLRLSCAASGFTFSRYVMWWVRQAPGKGLEWVSYIWPSGGNTYYADSVKGRFTISRDNSKNTLYLQMNSLRAEDTAVYYCASSYDFWSNAFDIWGQGTMVTVSS', 'DIQMTQSPSSLSASVGDRVTITCRASQSIGSYLNWYQQKTGKAPKALIYAASSLQSGVPSRFSGSGSGTDFTLTISSLQLEDFATYYCQQSYSTPSFGQGTKVEIK']. Result: 0 (not developable). (3) The antibody is ['EVQLQQSGPGLVKPSQTLSLTCNVYGVAISNEDYYWTWIRQHPGKGLEWIGDIYYNSGTTHYNPSLKSRASVSVDLSRNQFTLKVTSVTTADAAVYYCAREASTKITDDGGAFDFWGRGTMVTVSS', 'ESALTQPASVSGSPGQSISISCTGTSSDIGGYKYVSWYQQHPGRAPKLIIYDVIKRPSGISDRFSGSKSANTASLTISGLQAGDEASYYCSSYTTKKTSFFGPATRAYVFGSGTQVTVL']. Result: 1 (developable). (4) Result: 0 (not developable). The antibody is ['EVQLVESGGDLVKPGGSLKLSCAASGFSFSSYGMSWVRQTPDKRLEWVATISNGGGYTYYPDSVKGRFTISRDNAKNTLYLQMSSLKSEDSAMYYCARRERYDENGFAYWGQGTLVTVSA', 'DIVMTQSPSSLTVTAGEKVTMSCTSSQSLFNSGKQKNYLTWYQQKPGQPPKVLIYWASTRESGVPDRFTGSGSGTDFTLTISSVQAEDLAVYYCQNDYSNPLTFGGGTKLELK']. (5) The antibody is ['EVQLVESGGGVVQPGRSLRLSCVGSQFSFNRYGMHWVRQAPGKGLEWVAGISFDGTDRYHADNVWGRFTISRDNSKNTLYLQMSSLRAEDTALYYCAKDLREDECEEWWSDYYDFGKKLPCRKSRGVAGVFDKWGQGTMVTVSS', 'QAVLTQPPSVSAAPGQNVTISCSGSGSNIGNNFVSWYQQRPGTAPKLLIYESNKRPSGIPDRFSGSKSGTSATLAITGLQTGDEAYYYCATWAARLNSARVFGTGTMVTVL']. Result: 0 (not developable). (6) The antibody is ['EVQLVESGAEVKKPGSSVKVSCKASGGPFRSYAISWVRQAPGQGPEWMGGIIPIFGTTKYAPKFQGRVTITADDFAGTVYMELSSLRSEDTAMYYCAKHMGYQVRETMDVWGKGTTVTVSS', 'QSVLTQPPSVSAAPGQKVTISCSGSSSNIGNDYVSWYQQLPGTAPKLLIYDNNKRPSGIPDRFSGSKSGTSATLGITGLQTGDEANYYCATWDRRPTAYVVFGGGTKLTVL']. Result: 0 (not developable). (7) The antibody is ['EVQLVESGGGLVQPGGSLRLSCVASGLTFTNFAVSWVRQAPGKGLEWVSAISSSDGSTYYSDSVKGRFTISRDSSMNTLYLQMDSLRVEDTAVYFCARAVVSSDITYTYWSKYFDYWGQGTLVTVSS', 'QSVVTQPPSVSAAPGQKVTISCSGGSFNIGNNYVSWYQQLPGTAPKLLIYDNDNRPSGIPDRFSGSKSGTSATLDITGLQTGDEADYYCGTWDSSLNVVVFGGGTKLTVL']. Result: 0 (not developable). (8) The antibody is ['EVQLVESGGEVKQPGQSLKISCKSSGYNFLDSWIGWVRQIPGKGLEWIGIIYPDDSDAHYSPSFEGQVTMSVDKSISTAYLQWTTLQASDTGKYFCTRLYLFEGAQSSNAFDLWGQGTMILVSS', 'YLLTQPPSVSVSPGQTASISCSGDKLDDKYVSWYYQRPGQSPVLLMYQDFKRPSGIPERLSGSKSGKTATLTISGTQSLDEGDYYCQAWDASTGVSGGGTKLTVL']. Result: 0 (not developable).